The task is: Predict the reaction yield, written as a fraction of the theoretical maximum amount of product (1.0 means a 100% yield; for example, 0.34 means a 34% yield).. This data is from Reaction yield outcomes from USPTO patents with 853,638 reactions. The reactants are [OH:1][C:2]1[CH:3]=[C:4]([CH:9]=[C:10]([CH3:12])[CH:11]=1)[C:5]([O:7][CH3:8])=[O:6].CI.[C:15]([O-])([O-])=O.[K+].[K+]. The catalyst is CN(C=O)C. The product is [CH3:12][C:10]1[CH:9]=[C:4]([CH:3]=[C:2]([O:1][CH3:15])[CH:11]=1)[C:5]([O:7][CH3:8])=[O:6]. The yield is 0.710.